From a dataset of Full USPTO retrosynthesis dataset with 1.9M reactions from patents (1976-2016). Predict the reactants needed to synthesize the given product. (1) Given the product [N+:24]([C:19]1[CH:20]=[CH:21][CH:22]=[CH:23][C:18]=1[S:10][C:9]1[CH:11]=[CH:12][CH:13]=[CH:14][C:8]=1[C:7]([OH:16])=[O:15])([O-:26])=[O:25], predict the reactants needed to synthesize it. The reactants are: C(=O)([O-])[O-].[K+].[K+].[C:7]([OH:16])(=[O:15])[C:8]1[C:9](=[CH:11][CH:12]=[CH:13][CH:14]=1)[SH:10].Cl[C:18]1[CH:23]=[CH:22][CH:21]=[CH:20][C:19]=1[N+:24]([O-:26])=[O:25].[OH-].[Na+]. (2) Given the product [C:29]1(=[O:39])[N:33]([CH:2]([C:23]2[CH:28]=[CH:27][CH:53]=[CH:58][N:59]=2)[CH2:3][CH2:4][CH2:5][CH2:6][CH2:7][CH2:8][CH2:9][CH2:10][CH2:11][N:12]2[C:13](=[O:22])[C:14]3=[CH:21][CH:20]=[CH:19][CH:18]=[C:15]3[C:16]2=[O:17])[C:32](=[O:34])[C:31]2=[CH:35][CH:36]=[CH:37][CH:38]=[C:30]12, predict the reactants needed to synthesize it. The reactants are: O[CH:2]([C:23]1[CH:28]=[CH:27]N=CC=1)[CH2:3][CH2:4][CH2:5][CH2:6][CH2:7][CH2:8][CH2:9][CH2:10][CH2:11][N:12]1[C:16](=[O:17])[C:15]2=[CH:18][CH:19]=[CH:20][CH:21]=[C:14]2[C:13]1=[O:22].[C:29]1(=[O:39])[NH:33][C:32](=[O:34])[C:31]2=[CH:35][CH:36]=[CH:37][CH:38]=[C:30]12.C1(P([C:53]2[CH:58]=CC=CC=2)C2C=CC=CC=2)C=CC=CC=1.[N:59](C(OC(C)C)=O)=NC(OC(C)C)=O.